Dataset: Forward reaction prediction with 1.9M reactions from USPTO patents (1976-2016). Task: Predict the product of the given reaction. (1) The product is: [CH:1]([C:4]1[NH:8][N:7]=[C:6]([NH:9][C:10]2[C:11]3[CH2:26][CH2:25][CH2:24][C:12]=3[N:13]=[C:14]([N:16]3[CH2:20][CH2:19][CH2:18][CH:17]3[C:21]([NH:31][CH3:30])=[O:22])[N:15]=2)[CH:5]=1)([CH3:3])[CH3:2]. Given the reactants [CH:1]([C:4]1[NH:8][N:7]=[C:6]([NH:9][C:10]2[C:11]3[CH2:26][CH2:25][CH2:24][C:12]=3[N:13]=[C:14]([N:16]3[CH2:20][CH2:19][CH2:18][CH:17]3[C:21](O)=[O:22])[N:15]=2)[CH:5]=1)([CH3:3])[CH3:2].Cl.CN.[CH3:30][N:31](C(ON1N=NC2C=CC=NC1=2)=[N+](C)C)C.F[P-](F)(F)(F)(F)F.C(N(C(C)C)CC)(C)C, predict the reaction product. (2) Given the reactants [OH:1][N:2]=[C:3]([C:5]1[CH:9]=[C:8]([N+:10]([O-:12])=[O:11])[N:7]([CH3:13])[N:6]=1)[NH2:4].[CH3:14]OC(OC)OC.FC(F)(F)C(O)=O, predict the reaction product. The product is: [CH3:13][N:7]1[C:8]([N+:10]([O-:12])=[O:11])=[CH:9][C:5]([C:3]2[N:4]=[CH:14][O:1][N:2]=2)=[N:6]1. (3) Given the reactants [NH:1]1[CH:5]=[N:4][C:3]([CH:6]2[CH2:11][CH2:10][N:9](C(OCC3C=CC=CC=3)=O)[CH2:8][CH2:7]2)=[N:2]1, predict the reaction product. The product is: [NH:1]1[CH:5]=[N:4][C:3]([CH:6]2[CH2:11][CH2:10][NH:9][CH2:8][CH2:7]2)=[N:2]1. (4) Given the reactants [CH3:1][N:2]([CH3:49])[CH2:3][CH2:4][NH:5][CH2:6][C@:7]12[CH2:45][CH2:44][C@@H:43]([C:46]([CH3:48])=[CH2:47])[C@@H:8]1[C@@H:9]1[C@@:22]([CH3:25])([CH2:23][CH2:24]2)[C@@:21]2([CH3:26])[C@@H:12]([C@:13]3([CH3:42])[C@@H:18]([CH2:19][CH2:20]2)[C:17]([CH3:28])([CH3:27])[C:16]([C:29]2[CH:41]=[CH:40][C:32]([C:33]([O:35][C:36]([CH3:39])([CH3:38])[CH3:37])=[O:34])=[CH:31][CH:30]=2)=[CH:15][CH2:14]3)[CH2:11][CH2:10]1.CCN(C(C)C)C(C)C.[C:59]([O:65][C:66]([CH3:69])([CH3:68])[CH3:67])(=[O:64])[CH2:60][C:61]([O-])=[O:62].F[B-](F)(F)F.N1(OC(N(C)C)=[N+](C)C)C2C=CC=CC=2N=N1, predict the reaction product. The product is: [C:66]([O:65][C:59](=[O:64])[CH2:60][C:61]([N:5]([CH2:6][C@:7]12[CH2:45][CH2:44][C@@H:43]([C:46]([CH3:48])=[CH2:47])[C@@H:8]1[C@@H:9]1[C@@:22]([CH3:25])([CH2:23][CH2:24]2)[C@@:21]2([CH3:26])[C@@H:12]([C@:13]3([CH3:42])[C@@H:18]([CH2:19][CH2:20]2)[C:17]([CH3:28])([CH3:27])[C:16]([C:29]2[CH:41]=[CH:40][C:32]([C:33]([O:35][C:36]([CH3:37])([CH3:38])[CH3:39])=[O:34])=[CH:31][CH:30]=2)=[CH:15][CH2:14]3)[CH2:11][CH2:10]1)[CH2:4][CH2:3][N:2]([CH3:1])[CH3:49])=[O:62])([CH3:69])([CH3:68])[CH3:67]. (5) Given the reactants [Br:1][C:2]1[CH:7]=[CH:6][C:5]([C:8](=O)[CH2:9][CH2:10][CH2:11][CH2:12][N:13]2[CH2:18][CH2:17][CH:16]([C:19]3[CH:20]=[C:21]([NH:25][C:26](=[O:30])[CH:27]([CH3:29])[CH3:28])[CH:22]=[CH:23][CH:24]=3)[CH2:15][CH2:14]2)=[CH:4][CH:3]=1.Cl.[CH3:33][C:34]1[CH:39]=[CH:38][CH:37]=[CH:36][C:35]=1[NH:40]N, predict the reaction product. The product is: [Br:1][C:2]1[CH:7]=[CH:6][C:5]([C:8]2[NH:40][C:35]3[C:36]([C:9]=2[CH2:10][CH2:11][CH2:12][N:13]2[CH2:18][CH2:17][CH:16]([C:19]4[CH:20]=[C:21]([NH:25][C:26](=[O:30])[CH:27]([CH3:29])[CH3:28])[CH:22]=[CH:23][CH:24]=4)[CH2:15][CH2:14]2)=[CH:37][CH:38]=[CH:39][C:34]=3[CH3:33])=[CH:4][CH:3]=1.